This data is from Full USPTO retrosynthesis dataset with 1.9M reactions from patents (1976-2016). The task is: Predict the reactants needed to synthesize the given product. Given the product [CH3:19][C:18]1[C:17]([CH3:21])([CH3:16])[C:6]2[CH:5]=[C:4]([N+:1]([O-:3])=[O:2])[CH:9]=[CH:8][C:7]=2[N:10]=1, predict the reactants needed to synthesize it. The reactants are: [N+:1]([C:4]1[CH:9]=[CH:8][C:7]([NH:10]N)=[CH:6][CH:5]=1)([O-:3])=[O:2].C(O)(=O)C.[CH3:16][CH:17]([CH3:21])[C:18](=O)[CH3:19].S(=O)(=O)(O)O.